Dataset: Peptide-MHC class II binding affinity with 134,281 pairs from IEDB. Task: Regression. Given a peptide amino acid sequence and an MHC pseudo amino acid sequence, predict their binding affinity value. This is MHC class II binding data. (1) The peptide sequence is TKTTSDYQDSDVSQ. The MHC is DRB1_0701 with pseudo-sequence DRB1_0701. The binding affinity (normalized) is 0.0271. (2) The peptide sequence is SMEYKKDFLITARKP. The MHC is DRB4_0101 with pseudo-sequence DRB4_0103. The binding affinity (normalized) is 0.145. (3) The peptide sequence is EKLKQKVQRTERVGN. The MHC is DRB1_0101 with pseudo-sequence DRB1_0101. The binding affinity (normalized) is 0.276. (4) The peptide sequence is AFNVENGNATPQLTK. The MHC is HLA-DQA10101-DQB10501 with pseudo-sequence HLA-DQA10101-DQB10501. The binding affinity (normalized) is 0. (5) The peptide sequence is VVVHITDDNEEPIAP. The MHC is DRB3_0101 with pseudo-sequence DRB3_0101. The binding affinity (normalized) is 0.237. (6) The peptide sequence is MGRDIKVQFQSGGAN. The MHC is DRB1_1602 with pseudo-sequence DRB1_1602. The binding affinity (normalized) is 0.708.